From a dataset of Catalyst prediction with 721,799 reactions and 888 catalyst types from USPTO. Predict which catalyst facilitates the given reaction. (1) Reactant: [NH2:1][C:2]1[CH:7]=[CH:6][C:5]([S:8][C:9]2[C:10](=[O:32])[NH:11][C:12]3[C:17]([C:18]=2[C:19]2[CH:24]=[C:23]([Cl:25])[CH:22]=[CH:21][C:20]=2[O:26]C)=[CH:16][C:15]([C:28]([F:31])([F:30])[F:29])=[CH:14][CH:13]=3)=[CH:4][CH:3]=1.N[C:34]1C=CC(SC2C(=O)NC3C(C=2C2C=C(Cl)C=CC=2O)=CC(C(F)(F)F)=CC=3)=C[CH:35]=1.[S:64](Cl)(Cl)(=[O:66])=[O:65]. Product: [Cl:25][C:23]1[CH:22]=[CH:21][C:20]([OH:26])=[C:19]([C:18]2[C:17]3[C:12](=[CH:13][CH:14]=[C:15]([C:28]([F:30])([F:31])[F:29])[CH:16]=3)[NH:11][C:10](=[O:32])[C:9]=2[S:8][C:5]2[CH:4]=[CH:3][C:2]([NH:1][S:64]([CH2:34][CH3:35])(=[O:66])=[O:65])=[CH:7][CH:6]=2)[CH:24]=1. The catalyst class is: 298. (2) Product: [NH2:51][C:23](=[O:24])[CH2:22][CH2:21][CH2:20][O:19][C:18]1[CH:26]=[CH:27][C:15]([CH2:14][C@H:13]([NH:12][C:10](=[O:11])[O:9][C@@H:3]2[C@H:4]3[C@H:5]([O:6][CH2:7][CH2:8]3)[O:1][CH2:2]2)[C@H:28]([OH:47])[CH2:29][N:30]([S:35]([C:38]2[CH:46]=[CH:45][C:41]3[O:42][CH2:43][O:44][C:40]=3[CH:39]=2)(=[O:37])=[O:36])[CH2:31][CH:32]([CH3:33])[CH3:34])=[CH:16][CH:17]=1. The catalyst class is: 121. Reactant: [O:1]1[C@H:5]2[O:6][CH2:7][CH2:8][C@H:4]2[C@@H:3]([O:9][C:10]([NH:12][C@H:13]([C@H:28]([OH:47])[CH2:29][N:30]([S:35]([C:38]2[CH:46]=[CH:45][C:41]3[O:42][CH2:43][O:44][C:40]=3[CH:39]=2)(=[O:37])=[O:36])[CH2:31][CH:32]([CH3:34])[CH3:33])[CH2:14][C:15]2[CH:27]=[CH:26][C:18]([O:19][CH2:20][CH2:21][CH2:22][C:23](O)=[O:24])=[CH:17][CH:16]=2)=[O:11])[CH2:2]1.C([N:51](CC)C(C)C)(C)C.F[P-](F)(F)(F)(F)F.N1(OC(N(C)C)=[N+](C)C)C2N=CC=CC=2N=N1.N. (3) Reactant: [F:1][C@@H:2]1[C@H:7]2[N:8]=[C:9]([N:11]([CH3:19])[C:12](=[O:18])[O:13][C:14]([CH3:17])([CH3:16])[CH3:15])[S:10][C@H:6]2[O:5][C@H:4]([CH2:20][OH:21])[C@H:3]1[OH:22].N1C=CN=C1.[CH3:28][C:29]([Si:32](Cl)([CH3:34])[CH3:33])([CH3:31])[CH3:30]. Product: [Si:32]([O:21][CH2:20][C@H:4]1[O:5][C@H:6]2[C@H:7]([N:8]=[C:9]([N:11]([CH3:19])[C:12](=[O:18])[O:13][C:14]([CH3:16])([CH3:17])[CH3:15])[S:10]2)[C@@H:2]([F:1])[C@@H:3]1[OH:22])([C:29]([CH3:31])([CH3:30])[CH3:28])([CH3:34])[CH3:33]. The catalyst class is: 215. (4) Reactant: [Cl:1][C:2]1[N:6]2[CH:7]=[CH:8][C:9]([CH3:11])=[N:10][C:5]2=[N:4][C:3]=1[CH2:12][C@@H:13]1[CH2:18][CH2:17][CH2:16][CH2:15][N:14]1C(OC(C)(C)C)=O. Product: [Cl:1][C:2]1[N:6]2[CH:7]=[CH:8][C:9]([CH3:11])=[N:10][C:5]2=[N:4][C:3]=1[CH2:12][C@@H:13]1[CH2:18][CH2:17][CH2:16][CH2:15][NH:14]1. The catalyst class is: 157. (5) Reactant: [ClH:1].[CH3:2][N:3]([CH3:54])[S:4]([C:7]1[CH:8]=[CH:9][C:10]([CH3:53])=[C:11]([C:13]2[CH:18]=[CH:17][CH:16]=[C:15]([CH2:19][C@H:20]([NH:35][C:36]([C@H:38]3[CH2:43][CH2:42][C@H:41]([CH2:44][NH:45]C(=O)OC(C)(C)C)[CH2:40][CH2:39]3)=[O:37])[C:21](=[O:34])[NH:22][C:23]3[CH:28]=[CH:27][C:26]([C:29]4[NH:33][N:32]=[N:31][N:30]=4)=[CH:25][CH:24]=3)[CH:14]=2)[CH:12]=1)(=[O:6])=[O:5].C(#N)C. Product: [ClH:1].[NH2:45][CH2:44][C@H:41]1[CH2:40][CH2:39][C@H:38]([C:36]([NH:35][C@@H:20]([CH2:19][C:15]2[CH:14]=[C:13]([C:11]3[CH:12]=[C:7]([S:4](=[O:5])(=[O:6])[N:3]([CH3:2])[CH3:54])[CH:8]=[CH:9][C:10]=3[CH3:53])[CH:18]=[CH:17][CH:16]=2)[C:21](=[O:34])[NH:22][C:23]2[CH:24]=[CH:25][C:26]([C:29]3[NH:30][N:31]=[N:32][N:33]=3)=[CH:27][CH:28]=2)=[O:37])[CH2:43][CH2:42]1. The catalyst class is: 12.